Dataset: Reaction yield outcomes from USPTO patents with 853,638 reactions. Task: Predict the reaction yield, written as a fraction of the theoretical maximum amount of product (1.0 means a 100% yield; for example, 0.34 means a 34% yield). (1) The reactants are [CH3:1][C:2]1[CH:3]=[C:4]([CH:6]=[CH:7][C:8]=1[CH3:9])[NH2:5].[C:10](Cl)(=[O:19])/[CH:11]=[CH:12]/[C:13]1[CH:18]=[CH:17][CH:16]=[CH:15][CH:14]=1. The catalyst is C1COCC1. The product is [CH3:1][C:2]1[CH:3]=[C:4]([NH:5][C:10](=[O:19])/[CH:11]=[CH:12]/[C:13]2[CH:18]=[CH:17][CH:16]=[CH:15][CH:14]=2)[CH:6]=[CH:7][C:8]=1[CH3:9]. The yield is 0.670. (2) The reactants are [C:1]([C:3]1[C:11]2[C:6](=[CH:7][C:8](C(O)=O)=[CH:9][CH:10]=2)[N:5]([CH2:15][CH3:16])[CH:4]=1)#[N:2].CC[N:19]([CH2:22]C)CC.C1(P(N=[N+]=[N-])(C2C=CC=CC=2)=[O:31])C=CC=CC=1.[C:41]([OH:45])([CH3:44])([CH3:43])[CH3:42]. The catalyst is CCOC(C)=O. The product is [C:1]([C:3]1[C:11]2[C:6](=[CH:7][C:8]([NH:19][C:22](=[O:31])[O:45][C:41]([CH3:44])([CH3:43])[CH3:42])=[CH:9][CH:10]=2)[N:5]([CH2:15][CH3:16])[CH:4]=1)#[N:2]. The yield is 0.650. (3) The reactants are [F:1][C:2]1[CH:34]=[CH:33][C:5]([CH2:6][N:7]2[C:16](=[O:17])[C:15]([C:18]3[NH:23][C:22]4[CH:24]=[CH:25][C:26](I)=[CH:27][C:21]=4[S:20](=[O:30])(=[O:29])[N:19]=3)=[C:14]([OH:31])[C@H:13]3[C@@H:8]2[C@H:9]2[CH2:32][C@@H:12]3[CH2:11][CH2:10]2)=[CH:4][CH:3]=1.[N:35]1[CH:40]=[CH:39][CH:38]=[C:37]([S:41]([NH2:44])(=[O:43])=[O:42])[CH:36]=1.N(CC(O)=O)C.P([O-])([O-])([O-])=O.[K+].[K+].[K+]. The catalyst is CN(C)C=O.[Cu]I. The product is [F:1][C:2]1[CH:34]=[CH:33][C:5]([CH2:6][N:7]2[C:16](=[O:17])[C:15]([C:18]3[NH:23][C:22]4[CH:24]=[CH:25][C:26]([NH:44][S:41]([C:37]5[CH:36]=[N:35][CH:40]=[CH:39][CH:38]=5)(=[O:43])=[O:42])=[CH:27][C:21]=4[S:20](=[O:30])(=[O:29])[N:19]=3)=[C:14]([OH:31])[C@H:13]3[C@@H:8]2[C@H:9]2[CH2:32][C@@H:12]3[CH2:11][CH2:10]2)=[CH:4][CH:3]=1. The yield is 0.540. (4) The reactants are [CH3:1][N:2]1[C:6]([NH:7][C:8]2[N:13]3[N:14]=[CH:15][C:16]([C:17](O)=[O:18])=[C:12]3[N:11]=[CH:10][C:9]=2[C:20]([N:22]2[CH2:27][CH2:26][CH:25]([C:28]3[CH:33]=[CH:32][CH:31]=[CH:30][CH:29]=3)[CH2:24][CH2:23]2)=[O:21])=[CH:5][CH:4]=[N:3]1.[CH2:34]([S:36]([NH2:39])(=[O:38])=[O:37])[CH3:35]. No catalyst specified. The product is [CH3:1][N:2]1[C:6]([NH:7][C:8]2[N:13]3[N:14]=[CH:15][C:16]([C:17]([NH:39][S:36]([CH2:34][CH3:35])(=[O:38])=[O:37])=[O:18])=[C:12]3[N:11]=[CH:10][C:9]=2[C:20]([N:22]2[CH2:27][CH2:26][CH:25]([C:28]3[CH:33]=[CH:32][CH:31]=[CH:30][CH:29]=3)[CH2:24][CH2:23]2)=[O:21])=[CH:5][CH:4]=[N:3]1. The yield is 0.300. (5) The reactants are [NH2:1][C:2]1[C:15]([NH2:16])=[CH:14][CH:13]=[CH:12][C:3]=1[C:4]([NH:6][C:7]1[NH:8][CH:9]=[CH:10][N:11]=1)=[O:5].Cl[C:18](Cl)(Cl)[C:19](N)=[O:20].Cl.[Li+].[OH-:26]. The catalyst is C(O)(=O)C.CO.C1COCC1. The product is [NH:11]1[CH:10]=[CH:9][N:8]=[C:7]1[NH:6][C:4]([C:3]1[C:2]2[N:1]=[C:18]([C:19]([OH:20])=[O:26])[NH:16][C:15]=2[CH:14]=[CH:13][CH:12]=1)=[O:5]. The yield is 0.400. (6) The reactants are [CH3:1][O:2][C:3]1[CH:4]=[C:5]([C:13]2[O:21][C:20]3[C:15](=[N:16][CH:17]=[CH:18][C:19]=3[C:22]3[CH:23]=[C:24]([CH:28]=[CH:29][CH:30]=3)[C:25](O)=[O:26])[CH:14]=2)[CH:6]=[C:7]([O:11][CH3:12])[C:8]=1[O:9][CH3:10].[NH2:31][CH:32]1[CH2:36][CH2:35][N:34]([C:37]([O:39][C:40]([CH3:43])([CH3:42])[CH3:41])=[O:38])[CH2:33]1. The product is [CH3:1][O:2][C:3]1[CH:4]=[C:5]([C:13]2[O:21][C:20]3[C:15](=[N:16][CH:17]=[CH:18][C:19]=3[C:22]3[CH:23]=[C:24]([CH:28]=[CH:29][CH:30]=3)[C:25]([NH:31][CH:32]3[CH2:36][CH2:35][N:34]([C:37]([O:39][C:40]([CH3:43])([CH3:42])[CH3:41])=[O:38])[CH2:33]3)=[O:26])[CH:14]=2)[CH:6]=[C:7]([O:11][CH3:12])[C:8]=1[O:9][CH3:10]. The yield is 0.640. No catalyst specified. (7) The catalyst is C1C=CC([P]([Pd]([P](C2C=CC=CC=2)(C2C=CC=CC=2)C2C=CC=CC=2)([P](C2C=CC=CC=2)(C2C=CC=CC=2)C2C=CC=CC=2)[P](C2C=CC=CC=2)(C2C=CC=CC=2)C2C=CC=CC=2)(C2C=CC=CC=2)C2C=CC=CC=2)=CC=1. The product is [CH3:59][C:65]1([CH3:66])[C:38]2[CH:39]=[C:40]([C:19]3[CH:20]=[CH:21][C:16]([N:12]([C:13]4[CH:14]=[CH:15][CH:2]=[CH:3][CH:4]=4)[C:11]4[CH:10]=[CH:9][CH:8]=[CH:7][CH:6]=4)=[CH:17][CH:18]=3)[CH:41]=[CH:42][C:37]=2[N:36]([C:46]2[CH:51]=[CH:50][CH:49]=[CH:48][CH:47]=2)[C:30]2[C:35]1=[CH:34][C:33]([C:52]1[CH:53]=[CH:54][CH:55]=[CH:56][CH:57]=1)=[CH:32][CH:31]=2. The reactants are Br[C:2]1[CH:15]=[CH:14][C:13]2[N:12]([C:16]3[CH:21]=[CH:20][CH:19]=[CH:18][CH:17]=3)[C:11]3[C:6](=[CH:7][C:8](C4C=CC=CC=4)=[CH:9][CH:10]=3)C(C)(C)[C:4]=2[CH:3]=1.[C:30]1([N:36]([C:46]2[CH:51]=[CH:50][CH:49]=[CH:48][CH:47]=2)[C:37]2[CH:42]=[CH:41][C:40](B(O)O)=[CH:39][CH:38]=2)[CH:35]=[CH:34][CH:33]=[CH:32][CH:31]=1.[C:52]1(C)[CH:57]=[CH:56][CH:55]=[CH:54][CH:53]=1.[C:59](=O)([O-])[O-].[K+].[K+].[CH2:65](O)[CH3:66]. The yield is 0.540. (8) The yield is 0.660. The product is [CH3:13][O:14][C:15]1[CH:20]=[C:19]([O:21][C:2]2[CH:3]=[CH:4][C:5]([N+:10]([O-:12])=[O:11])=[C:6]([CH:9]=2)[NH:7][CH3:8])[CH:18]=[CH:17][N:16]=1. The catalyst is CN(C=O)C. The reactants are F[C:2]1[CH:3]=[CH:4][C:5]([N+:10]([O-:12])=[O:11])=[C:6]([CH:9]=1)[NH:7][CH3:8].[CH3:13][O:14][C:15]1[CH:20]=[C:19]([OH:21])[CH:18]=[CH:17][N:16]=1.C(=O)([O-])[O-].[Cs+].[Cs+].O. (9) The reactants are Cl[C:2]1[CH:7]=[CH:6][N:5]2[N:8]=[CH:9][C:10]([C:11]3[CH:16]=[CH:15][CH:14]=[C:13]([Cl:17])[CH:12]=3)=[C:4]2[N:3]=1.[NH:18]1[CH2:23][CH2:22][CH2:21][C@H:20]([NH2:24])[CH2:19]1.CCN(C(C)C)C(C)C. The catalyst is CC(O)C.C([O-])(O)=O.[Na+]. The product is [Cl:17][C:13]1[CH:12]=[C:11]([C:10]2[CH:9]=[N:8][N:5]3[CH:6]=[CH:7][C:2]([N:18]4[CH2:23][CH2:22][CH2:21][C@H:20]([NH2:24])[CH2:19]4)=[N:3][C:4]=23)[CH:16]=[CH:15][CH:14]=1. The yield is 0.280. (10) The reactants are Br[C:2]1[N:7]=[C:6]([C:8]([O:10][CH3:11])=[O:9])[CH:5]=[CH:4][C:3]=1[F:12].[F:13][C:14]1[CH:19]=[C:18]([O:20][CH:21]2[CH2:26][CH2:25][O:24][CH2:23][CH2:22]2)[CH:17]=[C:16]([F:27])[C:15]=1B1OC(C)(C)C(C)(C)O1. No catalyst specified. The product is [F:13][C:14]1[CH:19]=[C:18]([O:20][CH:21]2[CH2:22][CH2:23][O:24][CH2:25][CH2:26]2)[CH:17]=[C:16]([F:27])[C:15]=1[C:2]1[N:7]=[C:6]([C:8]([O:10][CH3:11])=[O:9])[CH:5]=[CH:4][C:3]=1[F:12]. The yield is 0.770.